Dataset: Forward reaction prediction with 1.9M reactions from USPTO patents (1976-2016). Task: Predict the product of the given reaction. (1) Given the reactants [CH3:1][O:2][C:3]1[CH:8]=[CH:7][C:6]([C:9]2[C:17]3[C:16]([NH:18][CH:19]4[CH2:24][CH2:23][CH2:22][CH:21]([OH:25])[CH2:20]4)=[N:15][CH:14]=[N:13][C:12]=3[O:11][C:10]=2[C:26]2[CH:31]=[CH:30][CH:29]=[CH:28][CH:27]=2)=[CH:5][CH:4]=1, predict the reaction product. The product is: [CH3:1][O:2][C:3]1[CH:4]=[CH:5][C:6]([C:9]2[C:17]3[C:16]([NH:18][C@H:19]4[CH2:24][CH2:23][CH2:22][C@H:21]([OH:25])[CH2:20]4)=[N:15][CH:14]=[N:13][C:12]=3[O:11][C:10]=2[C:26]2[CH:27]=[CH:28][CH:29]=[CH:30][CH:31]=2)=[CH:7][CH:8]=1.[CH3:1][O:2][C:3]1[CH:4]=[CH:5][C:6]([C:9]2[C:17]3[C:16]([NH:18][C@@H:19]4[CH2:24][CH2:23][CH2:22][C@H:21]([OH:25])[CH2:20]4)=[N:15][CH:14]=[N:13][C:12]=3[O:11][C:10]=2[C:26]2[CH:27]=[CH:28][CH:29]=[CH:30][CH:31]=2)=[CH:7][CH:8]=1. (2) Given the reactants Br[C:2]1[CH:3]=[N:4][C:5]2[C:10]([CH:11]=1)=[CH:9][C:8]([CH2:12][C:13]([OH:15])=[O:14])=[C:7]([F:16])[CH:6]=2.[CH3:17][N:18]1[CH:22]=[C:21](B2OC(C)(C)C(C)(C)O2)[CH:20]=[N:19]1.C(=O)([O-])[O-].[K+].[K+], predict the reaction product. The product is: [F:16][C:7]1[CH:6]=[C:5]2[C:10]([CH:11]=[C:2]([C:21]3[CH:20]=[N:19][N:18]([CH3:17])[CH:22]=3)[CH:3]=[N:4]2)=[CH:9][C:8]=1[CH2:12][C:13]([OH:15])=[O:14]. (3) The product is: [Cl:11][C:12]1[C:13]([C:29]([F:32])([F:30])[F:31])=[N:14][N:15]([CH2:18][C:19]([N:21]2[CH2:28][CH:27]3[CH:23]([CH2:24][N:25]([CH2:4][C:3]4[CH:6]=[CH:7][C:8]([Cl:10])=[CH:9][C:2]=4[Cl:1])[CH2:26]3)[CH2:22]2)=[O:20])[C:16]=1[CH3:17]. Given the reactants [Cl:1][C:2]1[CH:9]=[C:8]([Cl:10])[CH:7]=[CH:6][C:3]=1[CH:4]=O.[Cl:11][C:12]1[C:13]([C:29]([F:32])([F:31])[F:30])=[N:14][N:15]([CH2:18][C:19]([N:21]2[CH2:28][CH:27]3[CH:23]([CH2:24][NH:25][CH2:26]3)[CH2:22]2)=[O:20])[C:16]=1[CH3:17].C(O[BH-](OC(=O)C)OC(=O)C)(=O)C.[Na+].[Cl-].[NH4+], predict the reaction product.